Dataset: Aqueous solubility values for 9,982 compounds from the AqSolDB database. Task: Regression/Classification. Given a drug SMILES string, predict its absorption, distribution, metabolism, or excretion properties. Task type varies by dataset: regression for continuous measurements (e.g., permeability, clearance, half-life) or binary classification for categorical outcomes (e.g., BBB penetration, CYP inhibition). For this dataset (solubility_aqsoldb), we predict Y. The drug is CC(=O)Nc1ccc(S(=O)(=O)Nc2nnc(S(N)(=O)=O)s2)cc1. The Y is -1.62 log mol/L.